From a dataset of Forward reaction prediction with 1.9M reactions from USPTO patents (1976-2016). Predict the product of the given reaction. (1) Given the reactants C[Si](C)(C)Cl.C(N(CC)CC)C.C(O)(=O)C.[CH3:17][Si:18]([CH3:36])([CH3:35])[N:19]1[C@H:22]([C:23]2[CH:28]=[CH:27][CH:26]=[CH:25][CH:24]=2)[C@H:21]([O:29][Si:30]([CH3:33])([CH3:32])[CH3:31])[C:20]1=[O:34], predict the reaction product. The product is: [CH3:17][Si:18]([CH3:36])([CH3:35])[N:19]1[CH:22]([C:23]2[CH:28]=[CH:27][CH:26]=[CH:25][CH:24]=2)[CH:21]([O:29][Si:30]([CH3:33])([CH3:32])[CH3:31])[C:20]1=[O:34]. (2) Given the reactants [O:1]=[C:2]1[C:11]2[C:6](=[CH:7][CH:8]=[CH:9][CH:10]=2)[C:5]([C:12]2[C:20]3[C:15](=[CH:16][CH:17]=[CH:18][CH:19]=3)[N:14]([CH2:21][C:22]([OH:24])=[O:23])[CH:13]=2)=[N:4][NH:3]1.C([O-])([O-])=O.[K+].[K+].[CH2:31](Br)[C:32]1[CH:37]=[CH:36][CH:35]=[CH:34][CH:33]=1, predict the reaction product. The product is: [CH2:31]([N:3]1[C:2](=[O:1])[C:11]2[C:6](=[CH:7][CH:8]=[CH:9][CH:10]=2)[C:5]([C:12]2[C:20]3[C:15](=[CH:16][CH:17]=[CH:18][CH:19]=3)[N:14]([CH2:21][C:22]([OH:24])=[O:23])[CH:13]=2)=[N:4]1)[C:32]1[CH:37]=[CH:36][CH:35]=[CH:34][CH:33]=1. (3) The product is: [CH3:15][O:14][C:12]([C@@H:9]1[CH2:18][N:20]2[C@@H:23]3[CH2:24][C@@H:25]3[CH2:26][C@@H:21]2[CH2:22][N:8]1[CH2:1][C:2]1[CH:7]=[CH:6][CH:5]=[CH:4][CH:3]=1)=[O:13]. Given the reactants [CH2:1]([NH:8][CH3:9])[C:2]1[CH:7]=[CH:6][CH:5]=[CH:4][CH:3]=1.BrC(CBr)[C:12]([O:14][CH3:15])=[O:13].[CH2:18]([N:20]([CH2:23][CH3:24])[CH2:21][CH3:22])C.[C:25]1(C)C=CC=C[CH:26]=1, predict the reaction product. (4) Given the reactants IC1C=CC(C2CCCC(=O)C2)=CC=1.I[C:16]1[CH:21]=[CH:20][C:19]([CH:22]2[CH2:27][CH2:26][CH2:25][CH:24]([NH:28][CH:29]([C:31]3[C:40]4[C:35](=[CH:36][CH:37]=[CH:38][CH:39]=4)[CH:34]=[CH:33][CH:32]=3)[CH3:30])[CH2:23]2)=[CH:18][CH:17]=1.[CH2:41]([O:43][C:44](=[O:51])[CH2:45][C:46]([O:48][CH2:49][CH3:50])=[O:47])[CH3:42].OC1C=CC=CC=1C1C=CC=CC=1, predict the reaction product. The product is: [CH2:41]([O:43][C:44](=[O:51])[CH:45]([C:16]1[CH:21]=[CH:20][C:19]([CH:22]2[CH2:27][CH2:26][CH2:25][CH:24]([NH:28][C@@H:29]([C:31]3[C:40]4[C:35](=[CH:36][CH:37]=[CH:38][CH:39]=4)[CH:34]=[CH:33][CH:32]=3)[CH3:30])[CH2:23]2)=[CH:18][CH:17]=1)[C:46]([O:48][CH2:49][CH3:50])=[O:47])[CH3:42]. (5) Given the reactants [F:1][C:2]([F:7])([F:6])[C:3]([OH:5])=[O:4].FC(F)(F)C(O)=O.[Cl:15][C:16]1[CH:17]=[N:18][C:19]2[NH:20][C:21]3[CH:22]=[CH:23][CH:24]=[C:25]([CH:47]=3)[CH2:26][CH2:27][C:28]3[CH:36]=[C:32]([NH:33][C:34]=1[N:35]=2)[CH:31]=[CH:30][C:29]=3[NH:37][C:38](=[O:46])[CH2:39][CH:40]1[CH2:45][CH2:44][NH:43][CH2:42][CH2:41]1.[CH3:48][CH:49]([S:51](Cl)(=[O:53])=[O:52])[CH3:50], predict the reaction product. The product is: [F:1][C:2]([F:7])([F:6])[C:3]([OH:5])=[O:4].[Cl:15][C:16]1[CH:17]=[N:18][C:19]2[NH:20][C:21]3[CH:22]=[CH:23][CH:24]=[C:25]([CH:47]=3)[CH2:26][CH2:27][C:28]3[CH:36]=[C:32]([NH:33][C:34]=1[N:35]=2)[CH:31]=[CH:30][C:29]=3[NH:37][C:38](=[O:46])[CH2:39][CH:40]1[CH2:45][CH2:44][N:43]([S:51]([CH:49]([CH3:50])[CH3:48])(=[O:53])=[O:52])[CH2:42][CH2:41]1. (6) Given the reactants [Si:1]([O:8][CH2:9][C:10]([N:13]1[C:18](=[O:19])[CH:17]=[CH:16][C:15]([C:20]([O:22]C)=[O:21])=[CH:14]1)([CH3:12])[CH3:11])([C:4]([CH3:7])([CH3:6])[CH3:5])([CH3:3])[CH3:2].[OH-].[Na+], predict the reaction product. The product is: [Si:1]([O:8][CH2:9][C:10]([N:13]1[C:18](=[O:19])[CH:17]=[CH:16][C:15]([C:20]([OH:22])=[O:21])=[CH:14]1)([CH3:12])[CH3:11])([C:4]([CH3:5])([CH3:6])[CH3:7])([CH3:3])[CH3:2]. (7) Given the reactants [NH2:1][C@@H:2]([CH2:6][S:7][CH2:8][C:9]1[CH:14]=[CH:13][C:12]([O:15][CH3:16])=[CH:11][CH:10]=1)[C:3]([OH:5])=[O:4].C(=O)([O-])[O-].[K+].[K+].O([C:31]([O:33][C:34]([CH3:37])([CH3:36])[CH3:35])=[O:32])[C:31]([O:33][C:34]([CH3:37])([CH3:36])[CH3:35])=[O:32], predict the reaction product. The product is: [C:31]([C@@:2]([NH2:1])([CH2:6][S:7][CH2:8][C:9]1[CH:14]=[CH:13][C:12]([O:15][CH3:16])=[CH:11][CH:10]=1)[C:3]([OH:5])=[O:4])([O:33][C:34]([CH3:35])([CH3:36])[CH3:37])=[O:32]. (8) Given the reactants [O:1]=[C:2]1[NH:6][C:5]2[CH:7]=[CH:8][CH:9]=[CH:10][C:4]=2[N:3]1[CH:11]1[CH2:16][CH2:15][N:14]([C:17]([O:19][CH2:20][C@@H:21]([N:29]([CH2:37][C:38]2[CH:43]=[CH:42][CH:41]=[CH:40][CH:39]=2)[CH2:30][C:31]2[CH:36]=[CH:35][CH:34]=[CH:33][CH:32]=2)[CH2:22][C:23]2[CH:28]=[CH:27][CH:26]=[CH:25][CH:24]=2)=[O:18])[CH2:13][CH2:12]1.[CH2:44](Br)[C:45]1[CH:50]=[CH:49][CH:48]=[CH:47][CH:46]=1, predict the reaction product. The product is: [CH2:44]([N:6]1[C:5]2[CH:7]=[CH:8][CH:9]=[CH:10][C:4]=2[N:3]([CH:11]2[CH2:12][CH2:13][N:14]([C:17]([O:19][CH2:20][C@@H:21]([N:29]([CH2:30][C:31]3[CH:36]=[CH:35][CH:34]=[CH:33][CH:32]=3)[CH2:37][C:38]3[CH:43]=[CH:42][CH:41]=[CH:40][CH:39]=3)[CH2:22][C:23]3[CH:24]=[CH:25][CH:26]=[CH:27][CH:28]=3)=[O:18])[CH2:15][CH2:16]2)[C:2]1=[O:1])[C:45]1[CH:50]=[CH:49][CH:48]=[CH:47][CH:46]=1. (9) Given the reactants Cl.[NH2:2][CH2:3][C@@H:4]([C:6]1[C:14]2[S:13][C:12](=[O:15])[NH:11][C:10]=2[C:9]([OH:16])=[CH:8][CH:7]=1)[OH:5].O=[CH:18][CH2:19][S:20][CH2:21][CH2:22][CH2:23][N:24]([CH2:32][CH2:33][C:34]1[CH:39]=[CH:38][CH:37]=[C:36]([C:40]([F:43])([F:42])[F:41])[CH:35]=1)[C:25](=[O:31])[O:26][C:27]([CH3:30])([CH3:29])[CH3:28], predict the reaction product. The product is: [OH:5][C@H:4]([C:6]1[C:14]2[S:13][C:12](=[O:15])[NH:11][C:10]=2[C:9]([OH:16])=[CH:8][CH:7]=1)[CH2:3][NH:2][CH2:18][CH2:19][S:20][CH2:21][CH2:22][CH2:23][N:24]([CH2:32][CH2:33][C:34]1[CH:39]=[CH:38][CH:37]=[C:36]([C:40]([F:42])([F:41])[F:43])[CH:35]=1)[C:25](=[O:31])[O:26][C:27]([CH3:30])([CH3:29])[CH3:28].